The task is: Binary Classification. Given a miRNA mature sequence and a target amino acid sequence, predict their likelihood of interaction.. This data is from Experimentally validated miRNA-target interactions with 360,000+ pairs, plus equal number of negative samples. (1) The miRNA is hsa-miR-6884-5p with sequence AGAGGCUGAGAAGGUGAUGUUG. The protein sequence of the target gene is MTLEAIRYSRGSLQILDQLLLPKQSRYEAVGSVHQAWEAIRAMKVRGAPAIALVGCLSLAVELQAGAGGPGLAALVAFVRDKLSFLVTARPTAVNMARAARDLADVAAREAEREGATEEAVRERVICCTEDMLEKDLRDNRSIGDLGARHLLERVAPSGGKVTVLTHCNTGALATAGYGTALGVIRSLHSLGRLEHAFCTETRPYNQGARLTAFELVYEQIPATLITDSMVAAAMAHRGVSAVVVGADRVVANGDTANKVGTYQLAIVAKHHGIPFYVAAPSSSCDLRLETGKEIIIEER.... Result: 1 (interaction). (2) The miRNA is hsa-miR-548w with sequence AAAAGUAACUGCGGUUUUUGCCU. The protein sequence of the target gene is MAATEISVLSEQFTKIKELELMPEKGLKEEEKDGVCREKDHRSPSELEAERTSGAFQDSVLEEEVELVLAPSEESEKYILTLQTVHFTSEAVELQDMSLLSIQQQEGVQVVVQQPGPGLLWLEEGPRQSLQQCVAISIQQELYSPQEMEVLQFHALEENVMVASEDSKLAVSLAETTGLIKLEEEQEKNQLLAERTKEQLFFVETMSGDERSDEIVLTVSNSNVEEQEDQPTAGQADAEKAKSTKNQRKTKGAKGTFHCDVCMFTSSRMSSFNRHMKTHTSEKPHLCHLCLKTFRTVTLL.... Result: 1 (interaction). (3) The miRNA is hsa-miR-548k with sequence AAAAGUACUUGCGGAUUUUGCU. Result: 0 (no interaction). The protein sequence of the target gene is MGTRQTKGSLAERASPGAAPGPRRERPDFWASLLLRAGDKAGRAGAGMPPYHRRVGMVQELLRMVRQGRREEAGTLLQHLRQDLGMESTSLDDVLYRYASFRNLVDPITHDLIISLARYIHCPKPEGDALGAMEKLCRQLTYHLSPHSQWRRHRGLVKRKPQACLKAVLAGSPPDNTVDLSGIPLTSRDLERVTSYLQRCGEQVDSVELGFTGLTDDMVLQLLPALSTLPRLTTLALNGNRLTRAVLRDLTDILKDPSKFPNVTWIDLGNNVDIFSLPQPFLLSLRKRSPKQGHLPTILE.... (4) The miRNA is hsa-miR-22-3p with sequence AAGCUGCCAGUUGAAGAACUGU. The protein sequence of the target gene is MMDQARSAFSNLFGGEPLSYTRFSLARQVDGDNSHVEMKLAVDEEENADNNTKANVTKPKRCSGSICYGTIAVIVFFLIGFMIGYLGYCKGVEPKTECERLAGTESPVREEPGEDFPAARRLYWDDLKRKLSEKLDSTDFTGTIKLLNENSYVPREAGSQKDENLALYVENQFREFKLSKVWRDQHFVKIQVKDSAQNSVIIVDKNGRLVYLVENPGGYVAYSKAATVTGKLVHANFGTKKDFEDLYTPVNGSIVIVRAGKITFAEKVANAESLNAIGVLIYMDQTKFPIVNAELSFFGH.... Result: 1 (interaction). (5) The miRNA is hsa-miR-4317 with sequence ACAUUGCCAGGGAGUUU. The protein sequence of the target gene is MRASGRHDVSLKIVLATGCLLLANFSGASSAVATECPDQSPELQPWSPGHNRDYQVHIGHGRKLLLTSSATVHSITISGGGKLVIKDHHEHIVLRTRYILIDDGGELHAGSALCPFEGNFSIVLYGRADENILPDPYYGLKYIGVDKGGTLELHGQKKLSWTFLNKTLHPGGMQEGGYFFERSWGHRGVIVHVIDAKLGTVVHSDRFDTYRSKKESERLVQYLNAVPDGRILSVAVNDEGSRNLDDTARKAMTKLGSKHFLHLGFRHPWSFITVKGNPSSSVEDHIEYHGHKGSAAARVF.... Result: 0 (no interaction). (6) The miRNA is hsa-miR-6746-5p with sequence CCGGGAGAAGGAGGUGGCCUGG. The protein sequence of the target gene is MSRQASKTSGGGSQGFSGRSAVVSGSSRMSCVAHSGGAGGGAYGFRSGAGGFGSRSLYNLGGNKSISISVAAGGSRAGGFGGGRSSCAFAGGYGGGFGSGYGGGFGGGFGGGRGMGGGFGGAGGFGGAGGFGGAGGFGGPGGFGGSGGFGGPGSLGSPGGFGPGGFPGGIQEVTINQSLLQPLNVEIDPQIGQVKAQEREQIKTLNNKFASFIDKVRFLEQQNKVLETKWNLLQQQGTSSISGTNNLEPLFENHINYLRSYLDNILGERGRLDSELKNMEDLVEDFKKKYEDEINKRTAA.... Result: 0 (no interaction). (7) Result: 0 (no interaction). The miRNA is hsa-miR-509-5p with sequence UACUGCAGACAGUGGCAAUCA. The protein sequence of the target gene is MRKGALKDPEIADLFFKDDPEELFIDLHEIGHGSFGAVYFATNAHTNEVVAVKKMSYSGKQTHEKWQDILKEVKFLQQLKHPNTIEYKGCYLKEHTAWLVMEYCLGSASDLLEVHKKPLQEVEIAAITHGALQGLAYLHFHSLIHRDIKAGNILLTEPGQVKLADFGSASMASPANSFVGTPYWMAPEVILAMDEGQYDGKVDIWSLGITCIELAERKPPLFNMNAMSALYHIAQNDSPTLQSREWTDSFRRFVDYCLHKIPQERPAAVELLRHDFIRRERPPKVLIDLIQRTKDAVREL.... (8) The miRNA is hsa-miR-6820-5p with sequence UGCGGCAGAGCUGGGGUCA. The protein sequence of the target gene is MDTCGVGYVALGEAGPVGNMTVVDSPGQEVLNQLDVKTSSEMTSAEASVEMSLPTPLPGFEDSPDQRRLPPEQESLSRLEQPDLSSEMSKVSKPRASKPGRKRGGRTRKGPKRPQQPNPPSAPLVPGLLDQSNPLSTPMPKKRGRKSKAELLLLKLSKDLDRPESQSPKRPPEDFETPSGERPRRRAAQVALLYLQELAEELSTALPAPVSCPEGPKVSSPTKPKKIRQPAACPGGEEVDGAPRDEDFFLQVEAEDVEESEGPSESSSEPEPVVPRSTPRGSTSGKQKPHCRGMAPNGLP.... Result: 0 (no interaction). (9) The miRNA is hsa-miR-3074-3p with sequence GAUAUCAGCUCAGUAGGCACCG. The protein sequence of the target gene is MAAASGSVLQRCIVSPAGRHSASLIFLHGSGDSGQGLRMWIKQVLNQDLTFQHIKIIYPTAPPRSYTPMKGGISNVWFDRFKITNDCPEHLESIDVMCQVLTDLIDEEVKSGIKKNRILIGGFSMGGCMAIHLAYRNHQDVAGVFALSSFLNKASAVYQALQKSNGVLPELFQCHGTADELVLHSWAEETNSMLKSLGVTTKFHSFPNVYHELSKTELDILKLWILTKLPGEMEKQK. Result: 1 (interaction). (10) The miRNA is hsa-miR-339-5p with sequence UCCCUGUCCUCCAGGAGCUCACG. The protein sequence of the target gene is MAAQCCCRQAPGAEAAPVRPPPEPPPALDVASASSAQLFRLRHLQLGLELRPEARELAGCLVLELCALRPAPRALVLDAHPALRLHSAAFRRAPAAAAETPCAFAFSAPGPGPAPPPPLPAFPEAPGSEPACCPLAFRVDPFTDYGSSLTVTLPPELQAHQPFQVILRYTSTDAPAIWWLDPELTYGCAKPFVFTQGHSVCNRSFFPCFDTPAVKCTYSAVVKAPSGVQVLMSATRSAYMEEEGVFHFHMEHPVPAYLVALVAGDLKPADIGPRSRVWAEPCLLPTATSKLSGAVEQWLS.... Result: 1 (interaction).